From a dataset of Full USPTO retrosynthesis dataset with 1.9M reactions from patents (1976-2016). Predict the reactants needed to synthesize the given product. (1) The reactants are: C(N(CC)CC)C.Cl.[CH:9]1([CH2:12][NH2:13])[CH2:11][CH2:10]1.[Cl:14][C:15]1[C:16]([N:21]2[C:25]([C:26]3[O:31][C:30](=[O:32])[C:29]4[CH:33]=[CH:34][CH:35]=[C:36]([CH3:37])[C:28]=4[N:27]=3)=[CH:24][C:23]([C:38]([F:41])([F:40])[F:39])=[N:22]2)=[N:17][CH:18]=[CH:19][CH:20]=1. Given the product [CH:9]1([CH2:12][NH:13][C:30]([C:29]2[C:28]([NH:27][C:26]([C:25]3[N:21]([C:16]4[C:15]([Cl:14])=[CH:20][CH:19]=[CH:18][N:17]=4)[N:22]=[C:23]([C:38]([F:40])([F:39])[F:41])[CH:24]=3)=[O:31])=[C:36]([CH3:37])[CH:35]=[CH:34][CH:33]=2)=[O:32])[CH2:11][CH2:10]1, predict the reactants needed to synthesize it. (2) Given the product [CH:2]1([CH2:5][O:6][C:7]2[CH:12]=[C:11]([F:13])[C:10]([CH3:14])=[CH:9][C:8]=2[C:15]2[C:16]3[NH:23][C:22]([CH3:24])=[C:21]([C:25]([NH:27][CH:28]4[CH2:29][CH2:30][N:31]([C:38](=[O:37])[CH2:39][OH:40])[CH2:32][CH2:33]4)=[O:26])[C:17]=3[N:18]=[CH:19][N:20]=2)[CH2:4][CH2:3]1, predict the reactants needed to synthesize it. The reactants are: Cl.[CH:2]1([CH2:5][O:6][C:7]2[CH:12]=[C:11]([F:13])[C:10]([CH3:14])=[CH:9][C:8]=2[C:15]2[C:16]3[NH:23][C:22]([CH3:24])=[C:21]([C:25]([NH:27][CH:28]4[CH2:33][CH2:32][NH:31][CH2:30][CH2:29]4)=[O:26])[C:17]=3[N:18]=[CH:19][N:20]=2)[CH2:4][CH2:3]1.C([O:37][CH2:38][C:39](Cl)=[O:40])(=O)C. (3) Given the product [NH2:3][C:6]1[CH:10]=[N:9][N:8]([CH2:11][C:12]2[S:13][CH:14]=[C:15]([C:17](=[O:19])[CH3:18])[N:16]=2)[N:7]=1, predict the reactants needed to synthesize it. The reactants are: N#N.[N+:3]([C:6]1[CH:10]=[N:9][N:8]([CH2:11][C:12]2[S:13][CH:14]=[C:15]([C:17](=[O:19])[CH3:18])[N:16]=2)[N:7]=1)([O-])=O.[NH4+].[Cl-]. (4) Given the product [NH2:28][C@@H:16]1[C:15](=[O:36])[N:14]2[CH2:37][C@H:38]([O:40][C:41]3[CH:50]=[N:49][C:48]4[C:43](=[CH:44][CH:45]=[CH:46][CH:47]=4)[N:42]=3)[CH2:39][C@H:13]2[C:12](=[O:51])[NH:11][C@:10]2([C:8]([NH:7][S:4]([CH:1]3[CH2:3][CH2:2]3)(=[O:6])=[O:5])=[O:9])[CH2:25][C@H:24]2[CH2:23][C:22]([F:26])([F:27])[CH2:21][CH2:20][CH2:19][CH2:18][CH2:17]1.[ClH:52], predict the reactants needed to synthesize it. The reactants are: [CH:1]1([S:4]([NH:7][C:8]([C@@:10]23[CH2:25][C@H:24]2[CH2:23][C:22]([F:27])([F:26])[CH2:21][CH2:20][CH2:19][CH2:18][CH2:17][C@H:16]([NH:28]C(=O)OC(C)(C)C)[C:15](=[O:36])[N:14]2[CH2:37][C@H:38]([O:40][C:41]4[CH:50]=[N:49][C:48]5[C:43](=[CH:44][CH:45]=[CH:46][CH:47]=5)[N:42]=4)[CH2:39][C@H:13]2[C:12](=[O:51])[NH:11]3)=[O:9])(=[O:6])=[O:5])[CH2:3][CH2:2]1.[ClH:52]. (5) Given the product [Cl:1][C:2]1[CH:3]=[C:4]([N:10]2[C:14]([CH3:15])=[C:13]([CH2:16][C:17]3[CH:18]=[CH:19][C:20]([C:21]([NH:31][CH2:30][CH2:29][S:28][CH3:27])=[O:22])=[CH:24][CH:25]=3)[C:12]([CH3:26])=[N:11]2)[CH:5]=[CH:6][C:7]=1[C:8]#[N:9], predict the reactants needed to synthesize it. The reactants are: [Cl:1][C:2]1[CH:3]=[C:4]([N:10]2[C:14]([CH3:15])=[C:13]([CH2:16][C:17]3[CH:25]=[CH:24][C:20]([C:21](O)=[O:22])=[CH:19][CH:18]=3)[C:12]([CH3:26])=[N:11]2)[CH:5]=[CH:6][C:7]=1[C:8]#[N:9].[CH3:27][S:28][CH2:29][CH2:30][NH2:31]. (6) Given the product [C:1]([NH:5][C:6]([NH:16][C@H:17]([CH2:20][C:21]1[CH:25]=[CH:24][S:23][CH:22]=1)[CH2:18][OH:19])=[S:7])([CH3:4])([CH3:3])[CH3:2], predict the reactants needed to synthesize it. The reactants are: [C:1]([N:5]=[C:6]=[S:7])([CH3:4])([CH3:3])[CH3:2].C(N(CC)CC)C.Cl.[NH2:16][C@H:17]([CH2:20][C:21]1[CH:25]=[CH:24][S:23][CH:22]=1)[CH2:18][OH:19].